From a dataset of Catalyst prediction with 721,799 reactions and 888 catalyst types from USPTO. Predict which catalyst facilitates the given reaction. (1) Reactant: [CH2:1]([C:4]1[C:13]([OH:14])=[C:12]([N+:15]([O-:17])=[O:16])[CH:11]=[CH:10][C:5]=1[C:6]([O:8][CH3:9])=[O:7])[CH:2]=[CH2:3].ClC1C=CC=C(C(OO)=[O:26])C=1.S([O-])([O-])(=O)=S.[Na+].[Na+].C(=O)(O)[O-].[Na+]. Product: [OH:26][CH2:3][CH:2]1[CH2:1][C:4]2=[C:5]([C:6]([O:8][CH3:9])=[O:7])[CH:10]=[CH:11][C:12]([N+:15]([O-:17])=[O:16])=[C:13]2[O:14]1. The catalyst class is: 4. (2) Reactant: [C:1]1([N:7]2[C:15]3[CH2:14][CH2:13][NH:12][CH2:11][C:10]=3[N:9]=[N:8]2)[CH:6]=[CH:5][CH:4]=[CH:3][CH:2]=1.[Cl:16][C:17]1[C:25]([Cl:26])=[CH:24][CH:23]=[CH:22][C:18]=1[C:19](O)=[O:20].CCN(CC)CC.CN(C(ON1N=NC2C=CC=NC1=2)=[N+](C)C)C.F[P-](F)(F)(F)(F)F. Product: [Cl:16][C:17]1[C:25]([Cl:26])=[CH:24][CH:23]=[CH:22][C:18]=1[C:19]([N:12]1[CH2:13][CH2:14][C:15]2[N:7]([C:1]3[CH:2]=[CH:3][CH:4]=[CH:5][CH:6]=3)[N:8]=[N:9][C:10]=2[CH2:11]1)=[O:20]. The catalyst class is: 2.